From a dataset of Forward reaction prediction with 1.9M reactions from USPTO patents (1976-2016). Predict the product of the given reaction. (1) Given the reactants [OH:1][C:2]1([C:10]#[C:11][C:12]2[CH:13]=[CH:14][C:15]3[O:21][CH2:20][CH2:19][N:18]4[CH:22]=[C:23]([C:25]([NH2:27])=[O:26])[N:24]=[C:17]4[C:16]=3[CH:28]=2)[CH2:8][C@H:7]2[NH:9][C@H:4]([CH2:5][CH2:6]2)[CH2:3]1.[BH-](OC(C)=O)(OC(C)=O)O[C:31](C)=O.[Na+], predict the reaction product. The product is: [OH:1][C:2]1([C:10]#[C:11][C:12]2[CH:13]=[CH:14][C:15]3[O:21][CH2:20][CH2:19][N:18]4[C:17](=[N:24][C:23]([C:25]([NH2:27])=[O:26])=[CH:22]4)[C:16]=3[CH:28]=2)[CH2:3][CH:4]2[N:9]([CH3:31])[CH:7]([CH2:6][CH2:5]2)[CH2:8]1. (2) Given the reactants Br[C:2]1[C:7]([CH3:8])=[CH:6][CH:5]=[CH:4][C:3]=1[NH2:9].CCN(CC)CC.[CH3:17][C:18]1([CH3:25])[C:22]([CH3:24])([CH3:23])[O:21][BH:20][O:19]1, predict the reaction product. The product is: [CH3:8][C:7]1[C:2]([B:20]2[O:21][C:22]([CH3:24])([CH3:23])[C:18]([CH3:25])([CH3:17])[O:19]2)=[C:3]([NH2:9])[CH:4]=[CH:5][CH:6]=1. (3) Given the reactants [F:1][C:2]1[C:3]2[CH:4]=[C:5]3[C:14]4[N:15]=[C:16]([C:19]5[C:20]([N:39]([CH3:44])[S:40]([CH3:43])(=[O:42])=[O:41])=[CH:21][C:22]6[O:26][C:25]([C:27]7[CH:32]=[CH:31][C:30](=[O:33])[NH:29][CH:28]=7)=[C:24]([C:34]([NH:36][CH3:37])=[O:35])[C:23]=6[CH:38]=5)[CH:17]=[CH:18][C:13]=4[O:12][CH2:11][N:6]3[C:7]=2[CH:8]=[CH:9][CH:10]=1.Cl[C:46](C(O[Na])=O)([F:48])[F:47], predict the reaction product. The product is: [F:47][CH:46]([F:48])[O:33][C:30]1[N:29]=[CH:28][C:27]([C:25]2[O:26][C:22]3[CH:21]=[C:20]([N:39]([CH3:44])[S:40]([CH3:43])(=[O:42])=[O:41])[C:19]([C:16]4[CH:17]=[CH:18][C:13]5[O:12][CH2:11][N:6]6[C:7]7[CH:8]=[CH:9][CH:10]=[C:2]([F:1])[C:3]=7[CH:4]=[C:5]6[C:14]=5[N:15]=4)=[CH:38][C:23]=3[C:24]=2[C:34]([NH:36][CH3:37])=[O:35])=[CH:32][CH:31]=1.[F:47][CH:46]([F:48])[N:29]1[C:30](=[O:33])[CH:31]=[CH:32][C:27]([C:25]2[O:26][C:22]3[CH:21]=[C:20]([N:39]([CH3:44])[S:40]([CH3:43])(=[O:42])=[O:41])[C:19]([C:16]4[CH:17]=[CH:18][C:13]5[O:12][CH2:11][N:6]6[C:7]7[CH:8]=[CH:9][CH:10]=[C:2]([F:1])[C:3]=7[CH:4]=[C:5]6[C:14]=5[N:15]=4)=[CH:38][C:23]=3[C:24]=2[C:34]([NH:36][CH3:37])=[O:35])=[CH:28]1. (4) Given the reactants [N+:1]([C:4]1[CH:9]=[CH:8][C:7]([S:10](Cl)(=[O:12])=[O:11])=[CH:6][CH:5]=1)([O-:3])=[O:2].[OH:14][CH:15]1[CH2:20][CH2:19][CH2:18][N:17]([C:21]([O:23][C:24]([CH3:27])([CH3:26])[CH3:25])=[O:22])[CH2:16]1.N1C=CC=CC=1.C(=O)(O)[O-].[Na+], predict the reaction product. The product is: [N+:1]([C:4]1[CH:5]=[CH:6][C:7]([S:10]([O:14][CH:15]2[CH2:20][CH2:19][CH2:18][N:17]([C:21]([O:23][C:24]([CH3:27])([CH3:26])[CH3:25])=[O:22])[CH2:16]2)(=[O:12])=[O:11])=[CH:8][CH:9]=1)([O-:3])=[O:2]. (5) Given the reactants [Br:1][C:2]1[C:6]2[CH:7]=[N:8][CH:9]=[CH:10][C:5]=2[NH:4][C:3]=1[C:11]1[C:16]([F:17])=[CH:15][CH:14]=[CH:13][C:12]=1[F:18].CCN(CC)CC.[CH3:26][C:27]([O:30][C:31](O[C:31]([O:30][C:27]([CH3:29])([CH3:28])[CH3:26])=[O:32])=[O:32])([CH3:29])[CH3:28], predict the reaction product. The product is: [C:27]([O:30][C:31]([N:4]1[C:5]2[CH:10]=[CH:9][N:8]=[CH:7][C:6]=2[C:2]([Br:1])=[C:3]1[C:11]1[C:12]([F:18])=[CH:13][CH:14]=[CH:15][C:16]=1[F:17])=[O:32])([CH3:29])([CH3:28])[CH3:26]. (6) The product is: [C:21]([NH:20][C:18]1[S:19][C:15]2[C:14]3[N:10]([C:3]4[CH:4]=[CH:5][C:6]([N:8]([CH3:9])[C:38]([CH:35]5[CH2:36][CH2:37][N:32]([CH2:29][CH2:30][CH3:31])[CH2:33][CH2:34]5)=[O:39])=[CH:7][C:2]=4[Cl:1])[N:11]=[C:12]([CH:26]4[CH2:28][CH2:27]4)[C:13]=3[CH2:25][CH2:24][C:16]=2[N:17]=1)(=[O:23])[CH3:22]. Given the reactants [Cl:1][C:2]1[CH:7]=[C:6]([NH:8][CH3:9])[CH:5]=[CH:4][C:3]=1[N:10]1[C:14]2[C:15]3[S:19][C:18]([NH:20][C:21](=[O:23])[CH3:22])=[N:17][C:16]=3[CH2:24][CH2:25][C:13]=2[C:12]([CH:26]2[CH2:28][CH2:27]2)=[N:11]1.[CH2:29]([N:32]1[CH2:37][CH2:36][CH:35]([C:38](Cl)=[O:39])[CH2:34][CH2:33]1)[CH2:30][CH3:31], predict the reaction product. (7) Given the reactants [C:1]([O:5][CH2:6][C:7]#[CH:8])(=[O:4])[CH:2]=[CH2:3].[C:9]1([N:15]=[N+:16]=[N-:17])[CH:14]=[CH:13][CH:12]=[CH:11][CH:10]=1, predict the reaction product. The product is: [C:9]1([N:15]2[CH:8]=[C:7]([CH2:6][O:5][C:1](=[O:4])[CH:2]=[CH2:3])[N:17]=[N:16]2)[CH:14]=[CH:13][CH:12]=[CH:11][CH:10]=1. (8) Given the reactants [Cl:1][C:2]1[CH:7]=[CH:6][C:5]([CH:8]2[CH2:10][CH:9]2[N:11]2C(=O)C3C(=CC=CC=3)C2=O)=[CH:4][CH:3]=1.O.NN, predict the reaction product. The product is: [Cl:1][C:2]1[CH:3]=[CH:4][C:5]([C@H:8]2[CH2:10][C@H:9]2[NH2:11])=[CH:6][CH:7]=1. (9) Given the reactants [NH2:1][C:2]1[C:11]2[C:6](=[CH:7][C:8]([C:12]#[N:13])=[CH:9][CH:10]=2)[CH2:5][C:4]([C:18]2[CH:23]=[CH:22][CH:21]=[C:20](Br)[CH:19]=2)([C:14]([F:17])([F:16])[F:15])[N:3]=1.[C:25](=[O:28])([O-])[O-:26].[Cs+].[Cs+].[CH3:31][O:32][C:33]1[CH:34]=[C:35](B(O)O)[CH:36]=[CH:37][CH:38]=1, predict the reaction product. The product is: [F:15][C:14]([F:17])([F:16])[C:25]([OH:26])=[O:28].[NH2:1][C:2]1[C:11]2[C:6](=[CH:7][C:8]([C:12]#[N:13])=[CH:9][CH:10]=2)[CH2:5][C:4]([C:18]2[CH:19]=[C:20]([C:37]3[CH:36]=[CH:35][CH:34]=[C:33]([O:32][CH3:31])[CH:38]=3)[CH:21]=[CH:22][CH:23]=2)([C:14]([F:17])([F:16])[F:15])[N:3]=1.[C:25]([OH:26])([C:14]([F:17])([F:16])[F:15])=[O:28].